The task is: Regression/Classification. Given a drug SMILES string, predict its absorption, distribution, metabolism, or excretion properties. Task type varies by dataset: regression for continuous measurements (e.g., permeability, clearance, half-life) or binary classification for categorical outcomes (e.g., BBB penetration, CYP inhibition). Dataset: cyp3a4_veith.. This data is from CYP3A4 inhibition data for predicting drug metabolism from PubChem BioAssay. The compound is Cc1cnc(CNc2ncncc2-c2ccccc2CN(C)C)cn1. The result is 1 (inhibitor).